From a dataset of Forward reaction prediction with 1.9M reactions from USPTO patents (1976-2016). Predict the product of the given reaction. (1) Given the reactants [C:1]([O:5][C:6]([N:8]1[CH2:13][CH2:12][CH2:11][CH2:10][CH:9]1[C:14]([OH:16])=O)=[O:7])([CH3:4])([CH3:3])[CH3:2].[CH3:17][NH:18][O:19][CH3:20].C(N(CC)CC)C.Cl, predict the reaction product. The product is: [C:1]([O:5][C:6]([N:8]1[CH2:13][CH2:12][CH2:11][CH2:10][CH:9]1[C:14](=[O:16])[N:18]([O:19][CH3:20])[CH3:17])=[O:7])([CH3:2])([CH3:3])[CH3:4]. (2) Given the reactants [F:1][C:2]1[C:11]2[CH2:10][N:9]([C@H:12]([CH:16]([CH3:18])[CH3:17])[C:13]([OH:15])=O)[C:8](=[O:19])[C:7]3=[CH:20][NH:21][C:5]([C:6]=23)=[N:4][CH:3]=1.Cl.[CH3:23][S:24]([CH2:27][CH2:28][NH2:29])(=[O:26])=[O:25].C1C=CC2N(O)N=NC=2C=1.C(Cl)CCl, predict the reaction product. The product is: [F:1][C:2]1[C:11]2[CH2:10][N:9]([C@H:12]([CH:16]([CH3:17])[CH3:18])[C:13]([NH:29][CH2:28][CH2:27][S:24]([CH3:23])(=[O:26])=[O:25])=[O:15])[C:8](=[O:19])[C:7]3=[CH:20][NH:21][C:5]([C:6]=23)=[N:4][CH:3]=1. (3) Given the reactants [F:1][C:2]1[CH:3]=[C:4]2[C:8](=[CH:9][C:10]=1[CH3:11])[NH:7][CH:6]=[CH:5]2.ClS([N:16]=[C:17]=O)(=O)=O, predict the reaction product. The product is: [F:1][C:2]1[CH:3]=[C:4]2[C:8](=[CH:9][C:10]=1[CH3:11])[NH:7][CH:6]=[C:5]2[C:17]#[N:16]. (4) The product is: [Br:1][C:2]1[CH:3]=[C:4]([CH:14]=[O:15])[C:5]([C:8]2[CH:13]=[CH:12][CH:11]=[CH:10][CH:9]=2)=[CH:6][CH:7]=1. Given the reactants [Br:1][C:2]1[CH:7]=[CH:6][C:5]([C:8]2[CH:13]=[CH:12][CH:11]=[CH:10][CH:9]=2)=[C:4]([CH2:14][OH:15])[CH:3]=1, predict the reaction product. (5) Given the reactants C(OC[N:10]1[C:15]2[CH:16]=[C:17]([N:20]3[C:24](=[O:25])[CH2:23][C@@H:22]([NH:26][C:27](=[O:33])[O:28][C:29]([CH3:32])([CH3:31])[CH3:30])[CH2:21]3)[CH:18]=[CH:19][C:14]=2[O:13][CH2:12][C:11]1=[O:34])C1C=CC=CC=1.C([O-])=O.[NH4+].CO, predict the reaction product. The product is: [O:25]=[C:24]1[N:20]([C:17]2[CH:18]=[CH:19][C:14]3[O:13][CH2:12][C:11](=[O:34])[NH:10][C:15]=3[CH:16]=2)[CH2:21][C@H:22]([NH:26][C:27](=[O:33])[O:28][C:29]([CH3:31])([CH3:30])[CH3:32])[CH2:23]1. (6) Given the reactants [H-].[Al+3].[Li+].[H-].[H-].[H-].[NH2:7][C@H:8]([C:12]1[CH:17]=[CH:16][C:15]([F:18])=[CH:14][CH:13]=1)[C:9](O)=[O:10].O.C([O-])([O-])=O.[K+].[K+], predict the reaction product. The product is: [NH2:7][C@H:8]([C:12]1[CH:17]=[CH:16][C:15]([F:18])=[CH:14][CH:13]=1)[CH2:9][OH:10]. (7) Given the reactants [C:1]([N:11]1[CH2:16][CH2:15][N:14](C=O)[CH2:13][CH2:12]1)(=[O:10])[CH:2]=[CH:3][C:4]1[CH:9]=[CH:8][CH:7]=[CH:6][CH:5]=1, predict the reaction product. The product is: [C:1]([N:11]1[CH2:12][CH2:13][NH:14][CH2:15][CH2:16]1)(=[O:10])[CH:2]=[CH:3][C:4]1[CH:5]=[CH:6][CH:7]=[CH:8][CH:9]=1. (8) The product is: [F:13][C:11]1[CH:10]=[CH:9][CH:8]=[C:7]2[C:12]=1[N:4]([CH2:1][CH2:2][CH3:3])[N:5]=[C:6]2[C:15]1[CH:16]=[CH:17][C:18]([OH:21])=[CH:19][CH:20]=1. Given the reactants [CH2:1]([N:4]1[C:12]2[C:7](=[C:8](C)[CH:9]=[CH:10][C:11]=2[F:13])[C:6]([C:15]2[CH:20]=[CH:19][C:18]([O:21]C)=[CH:17][CH:16]=2)=[N:5]1)[CH2:2][CH3:3].B(Br)(Br)Br.C1CCCCC=1, predict the reaction product. (9) Given the reactants [C:1]1([C:7]2[N:8]=[C:9]3[CH:14]=[C:13]([NH2:15])[CH:12]=[CH:11][N:10]3[CH:16]=2)[CH:6]=[CH:5][CH:4]=[CH:3][CH:2]=1.I[CH3:18], predict the reaction product. The product is: [CH3:18][NH:15][C:13]1[CH:12]=[CH:11][N:10]2[CH:16]=[C:7]([C:1]3[CH:2]=[CH:3][CH:4]=[CH:5][CH:6]=3)[N:8]=[C:9]2[CH:14]=1. (10) Given the reactants CN(C(ON1N=NC2C=CC=NC1=2)=[N+](C)C)C.F[P-](F)(F)(F)(F)F.[NH2:25][C:26]1[C:27]([C:36]([OH:38])=O)=[CH:28][C:29]2[C:34]([CH:35]=1)=[CH:33][CH:32]=[CH:31][CH:30]=2.S(C1C=CC(C)=CC=1)(O)(=O)=O.[NH2:50][C@@H:51]([C:63]([O:65][CH2:66][C:67]1[CH:72]=[CH:71][CH:70]=[CH:69][CH:68]=1)=[O:64])[CH2:52][C:53]([O:55][CH2:56][C:57]1[CH:62]=[CH:61][CH:60]=[CH:59][CH:58]=1)=[O:54].C(N(CC)C(C)C)(C)C.C([O-])(O)=O.[Na+], predict the reaction product. The product is: [NH2:25][C:26]1[C:27]([C:36]([NH:50][C@@H:51]([C:63]([O:65][CH2:66][C:67]2[CH:68]=[CH:69][CH:70]=[CH:71][CH:72]=2)=[O:64])[CH2:52][C:53]([O:55][CH2:56][C:57]2[CH:62]=[CH:61][CH:60]=[CH:59][CH:58]=2)=[O:54])=[O:38])=[CH:28][C:29]2[C:34]([CH:35]=1)=[CH:33][CH:32]=[CH:31][CH:30]=2.